From a dataset of Full USPTO retrosynthesis dataset with 1.9M reactions from patents (1976-2016). Predict the reactants needed to synthesize the given product. (1) The reactants are: Br[C:2]1[CH:11]=[C:10]2[C:5]([C:6]([Cl:13])=[N:7][NH:8][C:9]2=[O:12])=[CH:4][CH:3]=1.[CH2:14]([SH:21])[C:15]1[CH:20]=[CH:19][CH:18]=[CH:17][CH:16]=1.CCN(C(C)C)C(C)C.C(SC1C=C2C(C(Cl)=NNC2=O)=CC=1)C1C=CC=CC=1. Given the product [CH2:14]([S:21][C:3]1[CH:4]=[C:5]2[C:10](=[CH:11][CH:2]=1)[C:9](=[O:12])[NH:8][N:7]=[C:6]2[Cl:13])[C:15]1[CH:20]=[CH:19][CH:18]=[CH:17][CH:16]=1, predict the reactants needed to synthesize it. (2) Given the product [CH2:2]1[C:3]2([CH2:8][CH:7]([C:9]([OH:11])=[O:10])[CH2:6][NH:5][CH2:4]2)[CH2:1]1, predict the reactants needed to synthesize it. The reactants are: [CH2:1]1[C:3]2([CH2:8][CH:7]([C:9]([O-:11])=[O:10])[CH2:6][NH:5][CH2:4]2)[CH2:2]1.